This data is from Peptide-MHC class II binding affinity with 134,281 pairs from IEDB. The task is: Regression. Given a peptide amino acid sequence and an MHC pseudo amino acid sequence, predict their binding affinity value. This is MHC class II binding data. (1) The peptide sequence is TALTGAMRVTKDTND. The MHC is DRB3_0301 with pseudo-sequence DRB3_0301. The binding affinity (normalized) is 0.304. (2) The peptide sequence is AAAGAGTTVYGAFAA. The MHC is HLA-DQA10401-DQB10402 with pseudo-sequence HLA-DQA10401-DQB10402. The binding affinity (normalized) is 0.415.